This data is from hERG potassium channel inhibition data for cardiac toxicity prediction from Karim et al.. The task is: Regression/Classification. Given a drug SMILES string, predict its toxicity properties. Task type varies by dataset: regression for continuous values (e.g., LD50, hERG inhibition percentage) or binary classification for toxic/non-toxic outcomes (e.g., AMES mutagenicity, cardiotoxicity, hepatotoxicity). Dataset: herg_karim. The molecule is Cc1nn(C2CCN(CCO)CC2)c(C)c1Nc1ncc(Cl)c(-c2cnn3ccccc23)n1. The result is 1 (blocker).